This data is from Catalyst prediction with 721,799 reactions and 888 catalyst types from USPTO. The task is: Predict which catalyst facilitates the given reaction. (1) Reactant: [NH2:1][C:2]1[CH:3]=[C:4]([C@H:8]([N:16]([CH3:28])[C:17](=[O:27])[CH2:18][C:19]2[CH:24]=[CH:23][C:22]([Cl:25])=[C:21]([Cl:26])[CH:20]=2)[CH2:9][N:10]2[CH2:14][CH2:13][C@H:12]([OH:15])[CH2:11]2)[CH:5]=[CH:6][CH:7]=1.[C:29]([O:33][C:34]([NH:36][C:37]1([C:40](O)=[O:41])[CH2:39][CH2:38]1)=[O:35])([CH3:32])([CH3:31])[CH3:30].CN(C)C1C=CN=CC=1.C1(C)C=CC(S(O)(=O)=O)=CC=1.C(N=C=NC(C)C)(C)C. Product: [C:29]([O:33][C:34](=[O:35])[NH:36][C:37]1([C:40](=[O:41])[NH:1][C:2]2[CH:7]=[CH:6][CH:5]=[C:4]([C@H:8]([N:16]([CH3:28])[C:17](=[O:27])[CH2:18][C:19]3[CH:24]=[CH:23][C:22]([Cl:25])=[C:21]([Cl:26])[CH:20]=3)[CH2:9][N:10]3[CH2:14][CH2:13][C@H:12]([OH:15])[CH2:11]3)[CH:3]=2)[CH2:38][CH2:39]1)([CH3:32])([CH3:30])[CH3:31]. The catalyst class is: 4. (2) Reactant: [CH3:1][O:2][C:3](=[O:32])[CH2:4][N:5]1[C:13]2[C:8](=[CH:9][C:10]([S:14][CH2:15][C:16]3[S:20][C:19]([C:21]4[CH:26]=[CH:25][C:24]([C:27]([F:30])([F:29])[F:28])=[CH:23][CH:22]=4)=[N:18][C:17]=3[CH3:31])=[CH:11][CH:12]=2)[CH2:7][CH2:6]1.ClC1C(=O)C(=O)C(Cl)=C(Cl)C=1Cl. Product: [CH3:1][O:2][C:3](=[O:32])[CH2:4][N:5]1[C:13]2[C:8](=[CH:9][C:10]([S:14][CH2:15][C:16]3[S:20][C:19]([C:21]4[CH:26]=[CH:25][C:24]([C:27]([F:30])([F:29])[F:28])=[CH:23][CH:22]=4)=[N:18][C:17]=3[CH3:31])=[CH:11][CH:12]=2)[CH:7]=[CH:6]1. The catalyst class is: 28.